The task is: Regression/Classification. Given a drug SMILES string, predict its absorption, distribution, metabolism, or excretion properties. Task type varies by dataset: regression for continuous measurements (e.g., permeability, clearance, half-life) or binary classification for categorical outcomes (e.g., BBB penetration, CYP inhibition). Dataset: cyp2c19_veith.. This data is from CYP2C19 inhibition data for predicting drug metabolism from PubChem BioAssay. (1) The compound is C#CCSc1nnc(-c2sc(-c3ccccc3)nc2C)n1C. The result is 1 (inhibitor). (2) The compound is CC(C)Oc1ccc(N2CC(C(=O)OCC(=O)NCc3ccccc3)CC2=O)cc1. The result is 1 (inhibitor). (3) The compound is O=C(NCCCN1CCN(C2CCCCC2)CC1)Nc1ccccc1C(F)(F)F. The result is 0 (non-inhibitor). (4) The drug is NCCCc1c(-c2ccccc2)nc(N)[nH]c1=O. The result is 0 (non-inhibitor). (5) The drug is COc1ccc(C(=O)N2CCC[C@@]3(CCN(Cc4cc(C(F)(F)F)cc(C(F)(F)F)c4)C3)C2)cc1. The result is 0 (non-inhibitor).